From a dataset of Full USPTO retrosynthesis dataset with 1.9M reactions from patents (1976-2016). Predict the reactants needed to synthesize the given product. (1) Given the product [F:14][C:13]([F:15])([F:16])[C:9]1[CH:8]=[C:7]([NH:6][CH2:3][CH2:2][C:1]([OH:5])=[O:4])[CH:12]=[CH:11][CH:10]=1, predict the reactants needed to synthesize it. The reactants are: [C:1]([OH:5])(=[O:4])[CH:2]=[CH2:3].[NH2:6][C:7]1[CH:8]=[C:9]([C:13]([F:16])([F:15])[F:14])[CH:10]=[CH:11][CH:12]=1.[OH-].[Na+]. (2) Given the product [NH2:15][C:6]1[C:7]2[CH:13]=[CH:12][C:11]([F:14])=[CH:10][C:8]=2[S:9][C:5]=1[C:1]([OH:3])=[O:2], predict the reactants needed to synthesize it. The reactants are: [C:1]([C:5]1[S:9][C:8]2[CH:10]=[C:11]([F:14])[CH:12]=[CH:13][C:7]=2[C:6]=1[NH2:15])([O:3]C)=[O:2].[OH-].[Na+].C(O)(C)C. (3) Given the product [CH:24]1([CH2:23][O:22][C:6]2[CH:7]=[CH:8][C:9]3[C:10]([CH2:14][CH2:15][CH:16]4[CH2:21][CH2:20][N:19]([CH2:38][C:32]5[C:33]([F:37])=[C:34]([C:29]([N:28]([CH3:40])[CH3:27])=[CH:30][CH:31]=5)[C:35]#[N:36])[CH2:18][CH2:17]4)=[N:11][O:12][C:13]=3[C:5]=2[CH2:4][N:2]([CH3:3])[CH3:1])[CH2:25][CH2:26]1, predict the reactants needed to synthesize it. The reactants are: [CH3:1][N:2]([CH2:4][C:5]1[C:13]2[O:12][N:11]=[C:10]([CH2:14][CH2:15][CH:16]3[CH2:21][CH2:20][NH:19][CH2:18][CH2:17]3)[C:9]=2[CH:8]=[CH:7][C:6]=1[O:22][CH2:23][CH:24]1[CH2:26][CH2:25]1)[CH3:3].[CH3:27][N:28]([CH3:40])[C:29]1[C:34]([C:35]#[N:36])=[C:33]([F:37])[C:32]([CH:38]=O)=[CH:31][CH:30]=1.